This data is from Peptide-MHC class II binding affinity with 134,281 pairs from IEDB. The task is: Regression. Given a peptide amino acid sequence and an MHC pseudo amino acid sequence, predict their binding affinity value. This is MHC class II binding data. (1) The peptide sequence is NYLALLVKFVAGDGD. The MHC is DRB1_1602 with pseudo-sequence DRB1_1602. The binding affinity (normalized) is 0.283. (2) The peptide sequence is NSVKNGNNPLDNLWS. The MHC is DRB1_0101 with pseudo-sequence DRB1_0101. The binding affinity (normalized) is 0.479. (3) The peptide sequence is VFGYRKPLDNIKDNV. The MHC is DRB1_0401 with pseudo-sequence DRB1_0401. The binding affinity (normalized) is 0.156. (4) The MHC is DRB1_0802 with pseudo-sequence DRB1_0802. The binding affinity (normalized) is 0.557. The peptide sequence is GELQIVDAIDAAFKI. (5) The peptide sequence is AEHQAIIRDVLTASD. The MHC is HLA-DPA10301-DPB10402 with pseudo-sequence HLA-DPA10301-DPB10402. The binding affinity (normalized) is 0.293.